Dataset: Peptide-MHC class I binding affinity with 185,985 pairs from IEDB/IMGT. Task: Regression. Given a peptide amino acid sequence and an MHC pseudo amino acid sequence, predict their binding affinity value. This is MHC class I binding data. (1) The peptide sequence is WMMWYWGPSLY. The MHC is HLA-A01:01 with pseudo-sequence HLA-A01:01. The binding affinity (normalized) is 0.742. (2) The peptide sequence is RRFNLFNKF. The MHC is HLA-B18:01 with pseudo-sequence HLA-B18:01. The binding affinity (normalized) is 0.326. (3) The peptide sequence is VTLQKVLHVT. The MHC is HLA-A02:01 with pseudo-sequence HLA-A02:01. The binding affinity (normalized) is 0.0306. (4) The peptide sequence is IRKPKHLYV. The MHC is HLA-C06:02 with pseudo-sequence HLA-C06:02. The binding affinity (normalized) is 0.680.